From a dataset of Full USPTO retrosynthesis dataset with 1.9M reactions from patents (1976-2016). Predict the reactants needed to synthesize the given product. (1) Given the product [NH2:1][C:2]([C:4]1[CH:5]=[C:6]([C:32]2[CH:31]=[CH:30][CH:29]=[C:28]([F:27])[CH:33]=2)[CH:7]=[C:8]2[C:12]=1[NH:11][N:10]=[C:9]2[CH:13]1[CH2:18][CH2:17][N:16]([C:19]([O:21][C:22]([CH3:25])([CH3:24])[CH3:23])=[O:20])[CH2:15][CH2:14]1)=[O:3], predict the reactants needed to synthesize it. The reactants are: [NH2:1][C:2]([C:4]1[CH:5]=[C:6](Br)[CH:7]=[C:8]2[C:12]=1[NH:11][N:10]=[C:9]2[CH:13]1[CH2:18][CH2:17][N:16]([C:19]([O:21][C:22]([CH3:25])([CH3:24])[CH3:23])=[O:20])[CH2:15][CH2:14]1)=[O:3].[F:27][C:28]1[CH:29]=[C:30](B(O)O)[CH:31]=[CH:32][CH:33]=1.C(=O)([O-])[O-].[K+].[K+]. (2) Given the product [CH2:12]([O:11][C:9]([C:8]1[C:7]([Cl:1])=[C:6]([C:14]([O:16][CH2:17][CH3:18])=[O:15])[NH:5][N:4]=1)=[O:10])[CH3:13], predict the reactants needed to synthesize it. The reactants are: [Cl:1][O-].[Na+].[NH:4]1[C:8]([C:9]([O:11][CH2:12][CH3:13])=[O:10])=[CH:7][C:6]([C:14]([O:16][CH2:17][CH3:18])=[O:15])=[N:5]1. (3) The reactants are: [NH2:1][CH:2]([CH2:12][C:13]1[CH:18]=[CH:17][CH:16]=[C:15]([O:19][CH2:20][C:21]([F:24])([F:23])[F:22])[CH:14]=1)[CH:3]([C:5]1[CH:10]=[CH:9][C:8]([F:11])=[CH:7][CH:6]=1)[OH:4].[F:25][C:26]1[C:35]2[C:30](=[CH:31][CH:32]=[CH:33][CH:34]=2)[C:29]([C:36](O)=[O:37])=[CH:28][CH:27]=1.Cl.C(N=C=NCCCN(C)C)C.ON1C2C=CC=CC=2N=N1. Given the product [F:11][C:8]1[CH:7]=[CH:6][C:5]([CH:3]([OH:4])[CH:2]([NH:1][C:36]([C:29]2[C:30]3[C:35](=[CH:34][CH:33]=[CH:32][CH:31]=3)[C:26]([F:25])=[CH:27][CH:28]=2)=[O:37])[CH2:12][C:13]2[CH:18]=[CH:17][CH:16]=[C:15]([O:19][CH2:20][C:21]([F:24])([F:22])[F:23])[CH:14]=2)=[CH:10][CH:9]=1, predict the reactants needed to synthesize it. (4) Given the product [OH:2][CH2:3][C@H:4]1[CH2:8][CH2:7][CH2:6][N:5]1[CH2:9][CH2:10][C:11]1[NH:27][C:13](=[O:12])[C:15]2[C:20]([CH:21]=1)=[C:19]([CH3:22])[CH:18]=[CH:17][CH:16]=2, predict the reactants needed to synthesize it. The reactants are: Cl.[OH:2][CH2:3][C@H:4]1[CH2:8][CH2:7][CH2:6][N:5]1[CH2:9][CH2:10][C:11]1[O:12][C:13]([C:15]2[C:20]([CH:21]=1)=[C:19]([CH3:22])[CH:18]=[CH:17][CH:16]=2)=O.C(=O)([O-])[O-].[NH4+:27].[NH4+].[OH-].[Na+].